Predict the reactants needed to synthesize the given product. From a dataset of Retrosynthesis with 50K atom-mapped reactions and 10 reaction types from USPTO. (1) The reactants are: Clc1nc2ccccc2[nH]1.O=C1OC2(CCNCC2)CN1c1ccccc1. Given the product O=C1OC2(CCN(c3nc4ccccc4[nH]3)CC2)CN1c1ccccc1, predict the reactants needed to synthesize it. (2) Given the product O=C(O)[C@H]1CC[C@H]2CCC(=O)N2C1, predict the reactants needed to synthesize it. The reactants are: COC(=O)C1CCC2CCC(=O)N2C1.